From a dataset of Full USPTO retrosynthesis dataset with 1.9M reactions from patents (1976-2016). Predict the reactants needed to synthesize the given product. (1) Given the product [CH3:1][O:2][C:3]1[CH:4]=[C:5]([C:11]2[CH:15]=[N:14][N:13]3[CH:21]=[CH:20][C:19](=[O:18])[NH:16][C:12]=23)[CH:6]=[CH:7][C:8]=1[O:9][CH3:10], predict the reactants needed to synthesize it. The reactants are: [CH3:1][O:2][C:3]1[CH:4]=[C:5]([C:11]2[CH:15]=[N:14][NH:13][C:12]=2[NH2:16])[CH:6]=[CH:7][C:8]=1[O:9][CH3:10].C[O:18][C:19](=O)[C:20]#[CH:21]. (2) Given the product [NH2:1][C:2](=[O:29])[C@@H:3]([NH:12][C:13]([C:15]1([NH:21][C:22](=[O:28])[O:23][C:24]([CH3:27])([CH3:26])[CH3:25])[CH2:20][CH2:19][O:18][CH2:17][CH2:16]1)=[O:14])[CH2:4][C:5]1[CH:10]=[CH:9][C:8]([C:38]2[CH:37]=[CH:36][CH:35]=[C:34]([S:31]([CH3:30])(=[O:33])=[O:32])[CH:39]=2)=[CH:7][CH:6]=1, predict the reactants needed to synthesize it. The reactants are: [NH2:1][C:2](=[O:29])[C@@H:3]([NH:12][C:13]([C:15]1([NH:21][C:22](=[O:28])[O:23][C:24]([CH3:27])([CH3:26])[CH3:25])[CH2:20][CH2:19][O:18][CH2:17][CH2:16]1)=[O:14])[CH2:4][C:5]1[CH:10]=[CH:9][C:8](I)=[CH:7][CH:6]=1.[CH3:30][S:31]([C:34]1[CH:35]=[C:36](B(O)O)[CH:37]=[CH:38][CH:39]=1)(=[O:33])=[O:32].C(=O)([O-])[O-].[Na+].[Na+]. (3) The reactants are: [CH3:1][N:2]([CH3:38])[C:3](=[O:37])[CH2:4][CH2:5][C@H:6]([C@@H:8]1[C@:25]2([CH3:26])[C:11]([C:12]3[CH2:13][CH2:14][C@@H:15]4[C@:20]([C:22]=3[CH2:23][CH2:24]2)([CH3:21])[CH2:19][CH2:18][C@H:17]([O:27][Si](C(C)(C)C)(C)C)[C:16]4([CH3:36])[CH3:35])=[CH:10][CH2:9]1)[CH3:7].Cl. Given the product [CH3:38][N:2]([CH3:1])[C:3](=[O:37])[CH2:4][CH2:5][C@H:6]([C@@H:8]1[C@:25]2([CH3:26])[C:11]([C:12]3[CH2:13][CH2:14][C@@H:15]4[C@:20]([C:22]=3[CH2:23][CH2:24]2)([CH3:21])[CH2:19][CH2:18][C@H:17]([OH:27])[C:16]4([CH3:36])[CH3:35])=[CH:10][CH2:9]1)[CH3:7], predict the reactants needed to synthesize it. (4) Given the product [Cl:27][C:23]1[C:22]([CH3:28])=[CH:21][C:20]([O:19][CH2:18][CH2:17][CH2:16][N:1]2[C:9]3[C:4](=[CH:5][CH:6]=[CH:7][CH:8]=3)[C:3]([CH2:10][C:11]([O:13][CH3:14])=[O:12])=[CH:2]2)=[CH:25][C:24]=1[CH3:26], predict the reactants needed to synthesize it. The reactants are: [NH:1]1[C:9]2[C:4](=[CH:5][CH:6]=[CH:7][CH:8]=2)[C:3]([CH2:10][C:11]([O:13][CH3:14])=[O:12])=[CH:2]1.Br[CH2:16][CH2:17][CH2:18][O:19][C:20]1[CH:21]=[C:22]([CH3:28])[C:23]([Cl:27])=[C:24]([CH3:26])[CH:25]=1. (5) Given the product [Cl:1][C:2]1[CH:3]=[C:4]([NH:15][C:16]2[C:25]3[C:20](=[CH:21][C:22]([N:41]4[CH2:42][CH2:43][N:38]([CH2:37][CH2:36][N:31]5[CH:35]=[CH:34][N:33]=[CH:32]5)[CH2:39][CH2:40]4)=[C:23]([O:26][CH3:27])[CH:24]=3)[N:19]=[CH:18][C:17]=2[C:29]#[N:30])[CH:5]=[CH:6][C:7]=1[S:8][C:9]1[N:10]([CH3:14])[CH:11]=[CH:12][N:13]=1, predict the reactants needed to synthesize it. The reactants are: [Cl:1][C:2]1[CH:3]=[C:4]([NH:15][C:16]2[C:25]3[C:20](=[CH:21][C:22](F)=[C:23]([O:26][CH3:27])[CH:24]=3)[N:19]=[CH:18][C:17]=2[C:29]#[N:30])[CH:5]=[CH:6][C:7]=1[S:8][C:9]1[N:10]([CH3:14])[CH:11]=[CH:12][N:13]=1.[N:31]1([CH2:36][CH2:37][N:38]2[CH2:43][CH2:42][NH:41][CH2:40][CH2:39]2)[CH:35]=[CH:34][N:33]=[CH:32]1.